This data is from Catalyst prediction with 721,799 reactions and 888 catalyst types from USPTO. The task is: Predict which catalyst facilitates the given reaction. (1) Reactant: [NH2:1][C:2](=[O:27])[C@H:3]([NH:6][C:7]1[CH:15]=[CH:14][C:10]([C:11]([NH2:13])=O)=[C:9](NC2C=NC3C(C=2)=CC=CC=3)[N:8]=1)[CH2:4][CH3:5].[NH2:28][C:29]1[CH:30]=[C:31]2[C:36](=[CH:37][CH:38]=1)[N:35]=[CH:34][CH:33]=[CH:32]2.C(=O)([O-])[O-].[Cs+].[Cs+].C1C=CC(P(C2C(C3C(P(C4C=CC=CC=4)C4C=CC=CC=4)=CC=C4C=3C=CC=C4)=C3C(C=CC=C3)=CC=2)C2C=CC=CC=2)=CC=1. Product: [C:11]([C:10]1[CH:14]=[CH:15][C:7]([NH:6][C@H:3]([CH2:4][CH3:5])[C:2]([NH2:1])=[O:27])=[N:8][C:9]=1[NH:28][C:29]1[CH:30]=[C:31]2[C:36](=[CH:37][CH:38]=1)[N:35]=[CH:34][CH:33]=[CH:32]2)#[N:13]. The catalyst class is: 231. (2) Reactant: [CH2:1]([O:8][C:9](=[O:16])[CH2:10][NH:11][CH2:12][CH2:13][CH2:14][OH:15])[C:2]1[CH:7]=[CH:6][CH:5]=[CH:4][CH:3]=1.[C:17]([O:28][C@H:29]([CH2:34][CH2:35][CH2:36][CH2:37][CH2:38][CH2:39][CH2:40][CH2:41][CH2:42][CH2:43][CH3:44])[CH2:30][C:31]([OH:33])=O)(=[O:27])[CH2:18][CH2:19][CH2:20][CH2:21][CH2:22][CH2:23][CH2:24][CH2:25][CH3:26].C(Cl)CCl.CI. Product: [CH2:1]([O:8][C:9](=[O:16])[CH2:10][N:11]([CH2:12][CH2:13][CH2:14][OH:15])[C:31](=[O:33])[CH2:30][C@H:29]([O:28][C:17](=[O:27])[CH2:18][CH2:19][CH2:20][CH2:21][CH2:22][CH2:23][CH2:24][CH2:25][CH3:26])[CH2:34][CH2:35][CH2:36][CH2:37][CH2:38][CH2:39][CH2:40][CH2:41][CH2:42][CH2:43][CH3:44])[C:2]1[CH:7]=[CH:6][CH:5]=[CH:4][CH:3]=1. The catalyst class is: 2. (3) Product: [C:1]([O:5][C:6]([NH:8][CH2:9][CH:10]([S:19][C:17](=[O:20])[CH3:18])[CH3:11])=[O:7])([CH3:2])([CH3:3])[CH3:4]. The catalyst class is: 3. Reactant: [C:1]([O:5][C:6]([NH:8][CH2:9][CH:10](OS(C)(=O)=O)[CH3:11])=[O:7])([CH3:4])([CH3:3])[CH3:2].[C:17]([OH:20])(=[S:19])[CH3:18].C([O-])([O-])=O.[Cs+].[Cs+].O. (4) Reactant: [CH:1]1([N:7]2[CH2:13][CH:12]([CH3:14])[C:11](=[O:15])[N:10]([CH3:16])[C:9]3[CH:17]=[N:18][C:19]([N:21]([CH3:33])[C:22]4[CH:30]=[CH:29][C:25]([C:26]([OH:28])=O)=[CH:24][C:23]=4[O:31][CH3:32])=[N:20][C:8]2=3)[CH2:6][CH2:5][CH2:4][CH2:3][CH2:2]1.F[P-](F)(F)(F)(F)F.CN(C(N(C)C)=[N+]1C2C(=NC=CC=2)[N+]([O-])=N1)C.C(N(C(C)C)C(C)C)C.[NH2:67][CH:68]1[CH2:73][CH2:72][N:71]([CH3:74])[CH2:70][CH2:69]1. Product: [CH:1]1([N:7]2[CH2:13][CH:12]([CH3:14])[C:11](=[O:15])[N:10]([CH3:16])[C:9]3[CH:17]=[N:18][C:19]([N:21]([CH3:33])[C:22]4[CH:30]=[CH:29][C:25]([C:26]([NH:67][CH:68]5[CH2:73][CH2:72][N:71]([CH3:74])[CH2:70][CH2:69]5)=[O:28])=[CH:24][C:23]=4[O:31][CH3:32])=[N:20][C:8]2=3)[CH2:2][CH2:3][CH2:4][CH2:5][CH2:6]1. The catalyst class is: 9.